From a dataset of Full USPTO retrosynthesis dataset with 1.9M reactions from patents (1976-2016). Predict the reactants needed to synthesize the given product. Given the product [CH3:1][O:2][C:3]1[CH:4]=[C:5]([C:11]([NH:14][C:15]2[C:16]3[N:17]([CH:23]=[CH:24][CH:25]=3)[N:18]=[CH:19][C:20]=2[C:21]([NH2:22])=[O:26])([CH3:13])[CH3:12])[CH:6]=[CH:7][C:8]=1[O:9][CH3:10], predict the reactants needed to synthesize it. The reactants are: [CH3:1][O:2][C:3]1[CH:4]=[C:5]([C:11]([NH:14][C:15]2[C:16]3[N:17]([CH:23]=[CH:24][CH:25]=3)[N:18]=[CH:19][C:20]=2[C:21]#[N:22])([CH3:13])[CH3:12])[CH:6]=[CH:7][C:8]=1[O:9][CH3:10].[OH-:26].[NH4+].OO.